From a dataset of Forward reaction prediction with 1.9M reactions from USPTO patents (1976-2016). Predict the product of the given reaction. (1) Given the reactants [Cl:1][C:2]1[CH:10]=[C:9]2[C:5]([C:6]([C:15]([N:17]3[CH2:22][CH2:21][N:20]([C:23]4[CH:28]=[CH:27][CH:26]=[CH:25][C:24]=4[O:29][CH3:30])[CH2:19][CH2:18]3)=[O:16])=[CH:7][N:8]2[CH2:11][C:12]([OH:14])=O)=[CH:4][CH:3]=1.[CH3:31][N:32]([CH3:36])[CH2:33][CH2:34][NH2:35], predict the reaction product. The product is: [Cl:1][C:2]1[CH:10]=[C:9]2[C:5]([C:6]([C:15]([N:17]3[CH2:18][CH2:19][N:20]([C:23]4[CH:28]=[CH:27][CH:26]=[CH:25][C:24]=4[O:29][CH3:30])[CH2:21][CH2:22]3)=[O:16])=[CH:7][N:8]2[CH2:11][C:12]([NH:35][CH2:34][CH2:33][N:32]([CH3:36])[CH3:31])=[O:14])=[CH:4][CH:3]=1. (2) Given the reactants C(OC([N:8]1[CH2:13][CH2:12][N:11]([C:14]2[C:15]3[C:30]([O:31][CH3:32])=[CH:29][N:28]=[CH:27][C:16]=3[N:17]=[C:18]([C:20]3[CH:25]=[CH:24][N:23]=[C:22](Cl)[CH:21]=3)[N:19]=2)[CH2:10][CH2:9]1)=O)(C)(C)C.[CH3:33][C:34]1[O:38][N:37]=[C:36]([NH2:39])[CH:35]=1.CC1(C)C2C(=C(P(C3C=CC=CC=3)C3C=CC=CC=3)C=CC=2)OC2C(P(C3C=CC=CC=3)C3C=CC=CC=3)=CC=CC1=2.[Li].O1C=CC=N1, predict the reaction product. The product is: [CH3:32][O:31][C:30]1[C:15]2[C:14]([N:11]3[CH2:10][CH2:9][NH:8][CH2:13][CH2:12]3)=[N:19][C:18]([C:20]3[CH:25]=[CH:24][N:23]=[C:22]([NH:39][C:36]4[CH:35]=[C:34]([CH3:33])[O:38][N:37]=4)[CH:21]=3)=[N:17][C:16]=2[CH:27]=[N:28][CH:29]=1. (3) The product is: [CH2:12]([O:11][C:8]1[CH:9]=[CH:10][C:5]([C:4]([OH:20])=[O:3])=[C:6]([Cl:19])[CH:7]=1)[C:13]1[CH:14]=[CH:15][CH:16]=[CH:17][CH:18]=1. Given the reactants C([O:3][C:4](=[O:20])[C:5]1[CH:10]=[CH:9][C:8]([O:11][CH2:12][C:13]2[CH:18]=[CH:17][CH:16]=[CH:15][CH:14]=2)=[CH:7][C:6]=1[Cl:19])C.[OH-].[Na+].CO.Cl, predict the reaction product. (4) Given the reactants C(O)(=O)C.O=[C:6]1[CH2:11][CH2:10][N:9]([C:12]([O:14][C:15]([CH3:18])([CH3:17])[CH3:16])=[O:13])[CH2:8][CH2:7]1.[NH2:19][C:20]1[CH:28]=[CH:27][C:23]([C:24]([OH:26])=[O:25])=[C:22]([Cl:29])[CH:21]=1.C([BH3-])#N.[Na+], predict the reaction product. The product is: [C:15]([O:14][C:12]([N:9]1[CH2:10][CH2:11][CH:6]([NH:19][C:20]2[CH:28]=[CH:27][C:23]([C:24]([OH:26])=[O:25])=[C:22]([Cl:29])[CH:21]=2)[CH2:7][CH2:8]1)=[O:13])([CH3:18])([CH3:17])[CH3:16]. (5) The product is: [CH3:20][C:2]1([CH3:1])[C:10]2[C:5](=[CH:6][CH:7]=[C:8]([C:26]3[CH:27]=[CH:28][C:23]([C:22]([F:33])([F:32])[F:21])=[CH:24][CH:25]=3)[CH:9]=2)[C:4](=[O:19])[CH2:3]1. Given the reactants [CH3:1][C:2]1([CH3:20])[C:10]2[C:5](=[CH:6][CH:7]=[C:8](OS(C(F)(F)F)(=O)=O)[CH:9]=2)[C:4](=[O:19])[CH2:3]1.[F:21][C:22]([F:33])([F:32])[C:23]1[CH:28]=[CH:27][C:26](B(O)O)=[CH:25][CH:24]=1, predict the reaction product.